Dataset: Full USPTO retrosynthesis dataset with 1.9M reactions from patents (1976-2016). Task: Predict the reactants needed to synthesize the given product. (1) Given the product [NH2:17][C:16]1[C:3]([C:2](=[O:18])[NH2:1])=[N:4][S:21][C:20]=1[C:19]([O:23][CH2:24][CH3:25])=[O:22], predict the reactants needed to synthesize it. The reactants are: [NH2:1][C:2](=[O:18])/[C:3](/[C:16]#[N:17])=[N:4]/OS(C1C=CC(C)=CC=1)(=O)=O.[C:19]([O:23][CH2:24][CH3:25])(=[O:22])[CH2:20][SH:21].N1CCOCC1. (2) The reactants are: [Cl:1][C:2]1[CH:3]=[C:4]([CH:26]=[CH:27][C:28]=1[O:29][CH3:30])[CH2:5][NH:6][C:7]1[C:12]([C:13]([NH:15][CH2:16][C:17]2[N:22]=[CH:21][CH:20]=[CH:19][N:18]=2)=[O:14])=[CH:11][N:10]=[C:9](S(C)=O)[N:8]=1.[CH3:31][N:32]1[CH2:35][C:34]2([CH2:38][NH:37][CH2:36]2)[CH2:33]1.C(N(CC)CC)C. Given the product [Cl:1][C:2]1[CH:3]=[C:4]([CH:26]=[CH:27][C:28]=1[O:29][CH3:30])[CH2:5][NH:6][C:7]1[C:12]([C:13]([NH:15][CH2:16][C:17]2[N:22]=[CH:21][CH:20]=[CH:19][N:18]=2)=[O:14])=[CH:11][N:10]=[C:9]([N:37]2[CH2:38][C:34]3([CH2:35][N:32]([CH3:31])[CH2:33]3)[CH2:36]2)[N:8]=1, predict the reactants needed to synthesize it. (3) Given the product [C:1]([C:5]1[CH:6]=[C:7]([NH:11][C:12]([C:13]2[CH:14]=[CH:15][C:16]([CH:19]3[CH2:24][CH2:23][N:22]([C:27]4[CH:35]=[CH:34][C:30]([C:31]([OH:33])=[O:32])=[CH:29][C:28]=4[Cl:36])[CH2:21][CH2:20]3)=[CH:17][CH:18]=2)=[O:25])[CH:8]=[CH:9][CH:10]=1)([CH3:4])([CH3:2])[CH3:3], predict the reactants needed to synthesize it. The reactants are: [C:1]([C:5]1[CH:6]=[C:7]([NH:11][C:12](=[O:25])[C:13]2[CH:18]=[CH:17][C:16]([CH:19]3[CH2:24][CH2:23][NH:22][CH2:21][CH2:20]3)=[CH:15][CH:14]=2)[CH:8]=[CH:9][CH:10]=1)([CH3:4])([CH3:3])[CH3:2].Br[C:27]1[CH:35]=[CH:34][C:30]([C:31]([OH:33])=[O:32])=[CH:29][C:28]=1[Cl:36].C(C1C=C(NC(C2C=CC(N3CCN(C4C=CC(C(O)=O)=CC=4)CC3)=C(F)C=2)=O)C=CC=1)(C)(C)C. (4) Given the product [Br:1][C:2]1[CH:3]=[C:4]2[C:9](=[CH:10][CH:11]=1)[N:8]=[C:7]([Cl:12])[CH:6]=[C:5]2[C:13]([NH:16][C:17]1[C:18]([C:23]2[CH:24]=[CH:25][CH:26]=[CH:27][CH:28]=2)=[N:19][O:20][C:21]=1[CH3:22])=[O:14], predict the reactants needed to synthesize it. The reactants are: [Br:1][C:2]1[CH:3]=[C:4]2[C:9](=[CH:10][CH:11]=1)[N:8]=[C:7]([Cl:12])[CH:6]=[C:5]2[C:13](Cl)=[O:14].[NH2:16][C:17]1[C:18]([C:23]2[CH:28]=[CH:27][CH:26]=[CH:25][CH:24]=2)=[N:19][O:20][C:21]=1[CH3:22].